The task is: Predict which catalyst facilitates the given reaction.. This data is from Catalyst prediction with 721,799 reactions and 888 catalyst types from USPTO. (1) Reactant: [F:1][C:2]([F:23])([F:22])[C:3](=[O:21])[CH2:4][C:5]([C:8]1[C:16]2[O:15][CH2:14][CH2:13][C:12]=2[CH:11]=[C:10]([S:17]([NH2:20])(=[O:19])=[O:18])[CH:9]=1)([CH3:7])[CH3:6].CO[CH:26](OC)[N:27]([CH3:29])[CH3:28]. Product: [CH3:26][N:27]([CH3:29])/[CH:28]=[N:20]/[S:17]([C:10]1[CH:9]=[C:8]([C:5]([CH3:7])([CH3:6])[CH2:4][C:3](=[O:21])[C:2]([F:1])([F:22])[F:23])[C:16]2[O:15][CH2:14][CH2:13][C:12]=2[CH:11]=1)(=[O:19])=[O:18]. The catalyst class is: 4. (2) Reactant: [N+:1]([C:4]1[CH:13]=[C:12]2[C:7]([CH2:8][CH2:9][CH2:10][NH:11]2)=[CH:6][CH:5]=1)([O-:3])=[O:2].[Cl:14][CH2:15][C:16](Cl)=[O:17].C(OCC)(=O)C.CCCCCCC. Product: [Cl:14][CH2:15][C:16]([N:11]1[C:12]2[C:7](=[CH:6][CH:5]=[C:4]([N+:1]([O-:3])=[O:2])[CH:13]=2)[CH2:8][CH2:9][CH2:10]1)=[O:17]. The catalyst class is: 13. (3) Reactant: [CH3:1][O:2][C:3](=[O:21])[C:4]([CH3:20])([CH3:19])[CH2:5][C:6]1[CH:11]=[C:10]([CH3:12])[C:9]([CH:13]2OCC[O:14]2)=[C:8]([CH3:18])[CH:7]=1. Product: [CH3:1][O:2][C:3](=[O:21])[C:4]([CH3:19])([CH3:20])[CH2:5][C:6]1[CH:11]=[C:10]([CH3:12])[C:9]([CH:13]=[O:14])=[C:8]([CH3:18])[CH:7]=1. The catalyst class is: 95. (4) Reactant: [I:1][C:2]1[CH:3]=[C:4]([CH3:9])[C:5]([OH:8])=[N:6][CH:7]=1.[C:10]([O-])([O-])=O.[K+].[K+]. Product: [I:1][C:2]1[CH:3]=[C:4]([CH3:9])[C:5](=[O:8])[N:6]([CH3:10])[CH:7]=1. The catalyst class is: 3. (5) Reactant: [O:1]=[C:2]1[C:7]([CH2:8][C:9]2[CH:14]=[CH:13][C:12]([C:15]3[C:16]([C:21]#[N:22])=[CH:17][CH:18]=[CH:19][CH:20]=3)=[CH:11][CH:10]=2)=[C:6]([CH2:23][CH2:24][CH3:25])[N:5]2[N:26]=[CH:27][N:28]=[C:4]2[NH:3]1.[S:29]1[CH:33]=[CH:32][C:31](B(O)O)=[CH:30]1.C(N(CC)CC)C.N1C=CC=CC=1. Product: [O:1]=[C:2]1[C:7]([CH2:8][C:9]2[CH:10]=[CH:11][C:12]([C:15]3[C:16]([C:21]#[N:22])=[CH:17][CH:18]=[CH:19][CH:20]=3)=[CH:13][CH:14]=2)=[C:6]([CH2:23][CH2:24][CH3:25])[N:5]2[N:26]=[CH:27][N:28]=[C:4]2[N:3]1[C:31]1[CH:32]=[CH:33][S:29][CH:30]=1. The catalyst class is: 560.